This data is from Forward reaction prediction with 1.9M reactions from USPTO patents (1976-2016). The task is: Predict the product of the given reaction. (1) Given the reactants [C:1]([NH:5][C:6]([C:8]1[C:12]2=[N:13][C:14]([C:17]3[CH:25]=[CH:24][CH:23]=[C:22]4[C:18]=3[CH:19]=[N:20][NH:21]4)=[CH:15][N:16]=[C:11]2[N:10]([C:26]([C:39]2[CH:44]=[CH:43][CH:42]=[CH:41][CH:40]=2)([C:33]2[CH:38]=[CH:37][CH:36]=[CH:35][CH:34]=2)[C:27]2[CH:32]=[CH:31][CH:30]=[CH:29][CH:28]=2)[CH:9]=1)=[O:7])([CH3:4])([CH3:3])[CH3:2].[CH3:45]C([O-])(C)C.[K+].IC, predict the reaction product. The product is: [C:1]([NH:5][C:6]([C:8]1[C:12]2=[N:13][C:14]([C:17]3[CH:25]=[CH:24][CH:23]=[C:22]4[C:18]=3[CH:19]=[N:20][N:21]4[CH3:45])=[CH:15][N:16]=[C:11]2[N:10]([C:26]([C:33]2[CH:34]=[CH:35][CH:36]=[CH:37][CH:38]=2)([C:27]2[CH:28]=[CH:29][CH:30]=[CH:31][CH:32]=2)[C:39]2[CH:44]=[CH:43][CH:42]=[CH:41][CH:40]=2)[CH:9]=1)=[O:7])([CH3:4])([CH3:2])[CH3:3]. (2) Given the reactants [C:1](C1NC=CN=1)(C1NC=CN=1)=[O:2].[Cl:13][C:14]1[S:41][C:17]2[NH:18][C:19]([C:21]([NH:23][CH:24]3[CH2:33][C:32]4[C:27](=[CH:28][CH:29]=[CH:30][CH:31]=4)[N:26]([CH2:34][CH:35]([CH2:38][OH:39])[CH2:36][OH:37])[C:25]3=[O:40])=[O:22])=[CH:20][C:16]=2[CH:15]=1, predict the reaction product. The product is: [Cl:13][C:14]1[S:41][C:17]2[NH:18][C:19]([C:21]([NH:23][CH:24]3[CH2:33][C:32]4[C:27](=[CH:28][CH:29]=[CH:30][CH:31]=4)[N:26]([CH2:34][CH:35]4[CH2:38][O:39][C:1](=[O:2])[O:37][CH2:36]4)[C:25]3=[O:40])=[O:22])=[CH:20][C:16]=2[CH:15]=1. (3) Given the reactants [NH2:1][C@@H:2]1[CH2:7][CH2:6][N:5]([C:8]2[C:9]([Cl:24])=[C:10]([NH:16]C(=O)OC(C)(C)C)[CH:11]=[C:12]([C:14]#[N:15])[CH:13]=2)[CH2:4][C@H:3]1[OH:25].CCN(C(C)C)C(C)C.Cl[C:36]([O:38][CH2:39][CH3:40])=[O:37].C(O)(C(F)(F)F)=O, predict the reaction product. The product is: [CH2:39]([O:38][C:36](=[O:37])[NH:1][C@@H:2]1[CH2:7][CH2:6][N:5]([C:8]2[CH:13]=[C:12]([C:14]#[N:15])[CH:11]=[C:10]([NH2:16])[C:9]=2[Cl:24])[CH2:4][C@H:3]1[OH:25])[CH3:40]. (4) Given the reactants [C:1]1([CH2:7][CH2:8][CH2:9][CH2:10][CH2:11][CH2:12][OH:13])[CH:6]=[CH:5][CH:4]=[CH:3][CH:2]=1.[S:14](Cl)([C:17]1[CH:23]=[CH:22][C:20]([CH3:21])=[CH:19][CH:18]=1)(=[O:16])=[O:15].CCN(CC)CC, predict the reaction product. The product is: [S:14]([C:17]1[CH:23]=[CH:22][C:20]([CH3:21])=[CH:19][CH:18]=1)([O:13][CH2:12][CH2:11][CH2:10][CH2:9][CH2:8][CH2:7][C:1]1[CH:6]=[CH:5][CH:4]=[CH:3][CH:2]=1)(=[O:16])=[O:15].